Dataset: Full USPTO retrosynthesis dataset with 1.9M reactions from patents (1976-2016). Task: Predict the reactants needed to synthesize the given product. (1) Given the product [Cl:1][C:2]1[CH:3]=[C:4]([CH2:9][C:10]([O:12][CH2:18][CH3:19])=[O:11])[CH:5]=[C:6]([CH3:8])[CH:7]=1, predict the reactants needed to synthesize it. The reactants are: [Cl:1][C:2]1[CH:3]=[C:4]([CH2:9][C:10]([OH:12])=[O:11])[CH:5]=[C:6]([CH3:8])[CH:7]=1.OS(O)(=O)=O.[CH3:18][CH2:19]O. (2) Given the product [N:27]12[CH2:28][CH2:29][CH:30]([CH2:31][CH2:32]1)[C@@H:25]([O:24][C:22](=[O:23])[NH:21][CH:20]([C:16]1[CH:17]=[CH:18][CH:19]=[C:14]([O:13][CH2:12][CH2:11][CH2:10][OH:9])[CH:15]=1)[C:33]1[CH:34]=[CH:35][CH:36]=[CH:37][CH:38]=1)[CH2:26]2, predict the reactants needed to synthesize it. The reactants are: C([O:9][CH2:10][CH2:11][CH2:12][O:13][C:14]1[CH:19]=[CH:18][CH:17]=[C:16]([CH:20]([C:33]2[CH:38]=[CH:37][CH:36]=[CH:35][CH:34]=2)[NH:21][C:22]([O:24][C@@H:25]2[CH:30]3[CH2:31][CH2:32][N:27]([CH2:28][CH2:29]3)[CH2:26]2)=[O:23])[CH:15]=1)(=O)C1C=CC=CC=1.O.[OH-].[Li+]. (3) Given the product [C:1]([C:5]1[O:9][C:8]([CH:10]=[O:11])=[CH:7][C:6]=1[CH2:13][O:14][CH2:15][O:16][CH3:17])([CH3:4])([CH3:2])[CH3:3], predict the reactants needed to synthesize it. The reactants are: [C:1]([C:5]1[O:9][C:8]([C:10](O)=[O:11])=[CH:7][C:6]=1[CH2:13][O:14][CH2:15][O:16][CH3:17])([CH3:4])([CH3:3])[CH3:2].[H-].[Al+3].[Li+].[H-].[H-].[H-].C(OCC)(=O)C.[NH4+].[Cl-]. (4) Given the product [Br:1][C:2]1[CH:3]=[C:4]2[C:8](=[CH:9][CH:10]=1)[N:7]([C:17]1[CH:16]=[CH:15][N:14]=[CH:13][C:12]=1[F:11])[CH:6]=[CH:5]2, predict the reactants needed to synthesize it. The reactants are: [Br:1][C:2]1[CH:3]=[C:4]2[C:8](=[CH:9][CH:10]=1)[NH:7][CH:6]=[CH:5]2.[F:11][C:12]1[CH:13]=[N:14][CH:15]=[CH:16][C:17]=1I.[Cl-].[Li+].C([O-])([O-])=O.[K+].[K+]. (5) The reactants are: Br[C:2]1[S:6][C:5]([NH:7][C:8]([NH:10][C:11]2[CH:16]=[CH:15][C:14]([CH3:17])=[CH:13][C:12]=2[C:18]([CH:20]2[CH2:24][CH2:23][CH2:22][CH2:21]2)=[O:19])=[O:9])=[N:4][CH:3]=1.[SH:25][C:26]1[CH:31]=[CH:30][C:29]([CH2:32][C:33]([OH:35])=[O:34])=[CH:28][CH:27]=1. Given the product [CH:20]1([C:18]([C:12]2[CH:13]=[C:14]([CH3:17])[CH:15]=[CH:16][C:11]=2[NH:10][C:8](=[O:9])[NH:7][C:5]2[S:6][C:2]([S:25][C:26]3[CH:27]=[CH:28][C:29]([CH2:32][C:33]([OH:35])=[O:34])=[CH:30][CH:31]=3)=[CH:3][N:4]=2)=[O:19])[CH2:24][CH2:23][CH2:22][CH2:21]1, predict the reactants needed to synthesize it. (6) Given the product [CH2:34]([N:33]([C@@H:5]([CH2:6][CH2:7][CH2:8][N:9]([CH2:11][C:12]1[CH:13]=[CH:14][C:15]([CH2:18][N:19]([CH2:27][C:28]2[NH:29][CH:30]=[CH:31][N:32]=2)[CH2:20][C:21]2[N:22]([CH3:26])[CH:23]=[CH:24][N:25]=2)=[CH:16][CH:17]=1)[CH3:10])[C:4]([OH:40])=[O:3])[CH2:37][CH2:38][CH3:39])[CH2:35][CH3:36], predict the reactants needed to synthesize it. The reactants are: C([O:3][C:4](=[O:40])[C@@H:5]([N:33]([CH2:37][CH2:38][CH3:39])[CH2:34][CH2:35][CH3:36])[CH2:6][CH2:7][CH2:8][N:9]([CH2:11][C:12]1[CH:17]=[CH:16][C:15]([CH2:18][N:19]([CH2:27][C:28]2[NH:29][CH:30]=[CH:31][N:32]=2)[CH2:20][C:21]2[N:22]([CH3:26])[CH:23]=[CH:24][N:25]=2)=[CH:14][CH:13]=1)[CH3:10])C. (7) Given the product [CH2:6]([O:5][C:3]([C:2]1[C:1](=[O:9])[N:21]([CH2:27][C:28]2[CH:33]=[CH:32][C:31]([F:34])=[CH:30][CH:29]=2)[C:20]2[C:19]([C:24]=1[OH:23])=[CH:18][C:17]([Cl:16])=[CH:36][CH:35]=2)=[O:4])[CH3:7], predict the reactants needed to synthesize it. The reactants are: [C:1]([O:9]CC)(=O)[CH2:2][C:3]([O:5][CH2:6][CH3:7])=[O:4].[H-].[Na+].[H][H].[Cl:16][C:17]1[CH:36]=[CH:35][C:20]2[N:21]([CH2:27][C:28]3[CH:33]=[CH:32][C:31]([F:34])=[CH:30][CH:29]=3)C(=O)[O:23][C:24](=O)[C:19]=2[CH:18]=1.Cl. (8) Given the product [C:3]([CH2:2][CH2:112][CH2:113][N:9]([CH3:8])[C@H:10]([C:14]([NH:16][C@H:17]([C:21]([N:23]([C@@H:25]([C@@H:61]([CH3:64])[CH2:62][CH3:63])[C@H:26]([O:59][CH3:60])[CH2:27][C:28]([N:30]1[CH2:34][CH2:33][CH2:32][C@H:31]1[C@H:35]([O:57][CH3:58])[C@@H:36]([CH3:56])[C:37]([NH:39][C@@H:40]([CH2:49][C:50]1[CH:51]=[CH:52][CH:53]=[CH:54][CH:55]=1)[C:41]([O:79][CH3:78])=[O:42])=[O:38])=[O:29])[CH3:24])=[O:22])[CH:18]([CH3:20])[CH3:19])=[O:15])[CH:11]([CH3:13])[CH3:12])([OH:5])=[O:4], predict the reactants needed to synthesize it. The reactants are: F[C:2](F)(F)[C:3]([OH:5])=[O:4].[CH3:8][NH:9][C@H:10]([C:14]([NH:16][C@H:17]([C:21]([N:23]([C@@H:25]([C@@H:61]([CH3:64])[CH2:62][CH3:63])[C@H:26]([O:59][CH3:60])[CH2:27][C:28]([N:30]1[CH2:34][CH2:33][CH2:32][C@H:31]1[C@H:35]([O:57][CH3:58])[C@@H:36]([CH3:56])[C:37]([NH:39][C@@H:40]([CH2:49][C:50]1[CH:55]=[CH:54][CH:53]=[CH:52][CH:51]=1)[C:41](N1CCCCO1)=[O:42])=[O:38])=[O:29])[CH3:24])=[O:22])[CH:18]([CH3:20])[CH3:19])=[O:15])[CH:11]([CH3:13])[CH3:12].C1C2C([CH2:78][O:79]C(N(C)[C@H](C(N[C@H](C(N([C@@H]([C@@H](C)CC)[C@H](OC)CC(O)=O)C)=O)C(C)C)=O)C(C)C)=O)C3C(=CC=CC=3)C=2C=CC=1.O=[CH:112][CH2:113]CC(O)=O.C([BH3-])#N.[Na+]. (9) The reactants are: [F:1][C:2]1[CH:10]=[C:9]2[C:5]([CH2:6][CH2:7][N:8]2[CH:11]2[CH2:16][CH2:15][N:14]([C:17]([NH:19][C:20]3[S:21][C:22]4[CH2:23][NH:24][CH2:25][CH2:26][C:27]=4[N:28]=3)=[O:18])[CH2:13][CH2:12]2)=[CH:4][CH:3]=1.N1C=CC=CC=1.[C:35](Cl)(=[O:37])[CH3:36].CO. Given the product [C:35]([N:24]1[CH2:25][CH2:26][C:27]2[N:28]=[C:20]([NH:19][C:17]([N:14]3[CH2:13][CH2:12][CH:11]([N:8]4[C:9]5[C:5](=[CH:4][CH:3]=[C:2]([F:1])[CH:10]=5)[CH2:6][CH2:7]4)[CH2:16][CH2:15]3)=[O:18])[S:21][C:22]=2[CH2:23]1)(=[O:37])[CH3:36], predict the reactants needed to synthesize it.